This data is from Full USPTO retrosynthesis dataset with 1.9M reactions from patents (1976-2016). The task is: Predict the reactants needed to synthesize the given product. (1) Given the product [Br:1][C:2]1[C:3]([CH3:12])=[CH:4][C:5]2[N:6]([C:8]([C:18]3[CH:19]=[CH:20][C:15]([C:13]#[N:14])=[CH:16][CH:17]=3)=[CH:9][N:10]=2)[CH:7]=1, predict the reactants needed to synthesize it. The reactants are: [Br:1][C:2]1[C:3]([CH3:12])=[CH:4][C:5]2[N:6]([C:8](I)=[CH:9][N:10]=2)[CH:7]=1.[C:13]([C:15]1[CH:20]=[CH:19][C:18](B(O)O)=[CH:17][CH:16]=1)#[N:14].[O-]P([O-])([O-])=O.[K+].[K+].[K+]. (2) Given the product [C:4]([O:6][CH2:11][C:12]([N:14]1[CH2:18][CH2:17][CH2:16][C@H:15]1[C:19]([O:21][C:22]([CH3:25])([CH3:24])[CH3:23])=[O:20])=[O:13])(=[O:5])/[CH:3]=[CH:2]/[C:1]([O:8][CH3:9])=[O:7], predict the reactants needed to synthesize it. The reactants are: [C:1]([O:8][CH3:9])(=[O:7])/[CH:2]=[CH:3]/[C:4]([OH:6])=[O:5].Cl[CH2:11][C:12]([N:14]1[CH2:18][CH2:17][CH2:16][C@H:15]1[C:19]([O:21][C:22]([CH3:25])([CH3:24])[CH3:23])=[O:20])=[O:13]. (3) Given the product [C:1]([O:5][C:6](=[O:39])[N:7]([C:29]1[C:30]2[N:31]([CH:36]=[CH:37][N:38]=2)[C:32]([Br:35])=[CH:33][N:34]=1)[C:8]1[CH:13]=[CH:12][C:11]([N:14]2[CH2:15][CH2:16][O:17][CH2:18][CH2:19]2)=[C:10]([CH2:20][OH:21])[CH:9]=1)([CH3:4])([CH3:2])[CH3:3], predict the reactants needed to synthesize it. The reactants are: [C:1]([O:5][C:6](=[O:39])[N:7]([C:29]1[C:30]2[N:31]([CH:36]=[CH:37][N:38]=2)[C:32]([Br:35])=[CH:33][N:34]=1)[C:8]1[CH:13]=[CH:12][C:11]([N:14]2[CH2:19][CH2:18][O:17][CH2:16][CH2:15]2)=[C:10]([C:20](C)(C)[O:21][SiH2]C(C)(C)C)[CH:9]=1)([CH3:4])([CH3:3])[CH3:2].C1COCC1. (4) Given the product [CH3:16][C:11]([C:17]1[C:18](=[O:29])[C:19]2[C:24]([C:25](=[O:28])[C:26]=1[CH3:27])=[CH:23][CH:22]=[CH:21][CH:20]=2)([CH3:10])[CH2:12][C:13]([O:8][CH2:7][CH2:6][CH2:5][CH2:4][O:3][N+:1]([O-:9])=[O:2])=[O:14], predict the reactants needed to synthesize it. The reactants are: [N+:1]([O-:9])([O:3][CH2:4][CH2:5][CH2:6][CH2:7][OH:8])=[O:2].[CH3:10][C:11]([C:17]1[C:18](=[O:29])[C:19]2[C:24]([C:25](=[O:28])[C:26]=1[CH3:27])=[CH:23][CH:22]=[CH:21][CH:20]=2)([CH3:16])[CH2:12][C:13](O)=[O:14].C(Cl)CCl. (5) The reactants are: [Br:1][C:2]1[CH:10]=[C:9]2[C:5]([C:6](=[CH:12][C:13]3[CH:18]=[CH:17][CH:16]=[C:15]([Cl:19])[CH:14]=3)[C:7](=[O:11])[NH:8]2)=[CH:4][CH:3]=1.[H-].[Na+].[CH3:22][Si:23]([CH3:30])([CH3:29])[CH2:24][CH2:25][O:26][CH2:27]Cl. Given the product [Br:1][C:2]1[CH:10]=[C:9]2[C:5](/[C:6](=[CH:12]/[C:13]3[CH:18]=[CH:17][CH:16]=[C:15]([Cl:19])[CH:14]=3)/[C:7](=[O:11])[N:8]2[CH2:27][O:26][CH2:25][CH2:24][Si:23]([CH3:30])([CH3:29])[CH3:22])=[CH:4][CH:3]=1, predict the reactants needed to synthesize it. (6) Given the product [CH2:9]([O:8][C:7]1[C:6](=[O:11])[C:5](=[O:12])[C:4]=1[NH:13][C:14]1[CH:15]=[C:16]2[C:20](=[CH:21][CH:22]=1)[NH:19][NH:18][C:17]2=[O:23])[CH3:10], predict the reactants needed to synthesize it. The reactants are: C(O[C:4]1[C:5](=[O:12])[C:6](=[O:11])[C:7]=1[O:8][CH2:9][CH3:10])C.[NH2:13][C:14]1[CH:15]=[C:16]2[C:20](=[CH:21][CH:22]=1)[NH:19][NH:18][C:17]2=[O:23]. (7) Given the product [NH2:3][CH2:4][C:5]1[CH:10]=[CH:9][C:8]([NH2:11])=[C:7]([O:14][Si:15]([CH:19]([CH3:21])[CH3:20])([CH:22]([CH3:24])[CH3:23])[CH:16]([CH3:17])[CH3:18])[CH:6]=1, predict the reactants needed to synthesize it. The reactants are: CO[N:3]=[CH:4][C:5]1[CH:10]=[CH:9][C:8]([N+:11]([O-])=O)=[C:7]([O:14][Si:15]([CH:22]([CH3:24])[CH3:23])([CH:19]([CH3:21])[CH3:20])[CH:16]([CH3:18])[CH3:17])[CH:6]=1.C(=O)=O.C(O)=O.[H][H]. (8) Given the product [Cl:32][C:7]1[N:6]2[N:13]=[CH:14][N:15]=[C:5]2[C:4]2[CH:3]=[C:2]([Cl:1])[CH:11]=[N:10][C:9]=2[N:8]=1, predict the reactants needed to synthesize it. The reactants are: [Cl:1][C:2]1[CH:11]=[N:10][C:9]2[NH:8][C:7](=O)[N:6]3[N:13]=[CH:14][N:15]=[C:5]3[C:4]=2[CH:3]=1.CCN(C(C)C)C(C)C.C([O-])(O)=O.[Na+].O=P(Cl)(Cl)[Cl:32]. (9) Given the product [Br:1][C:2]1[C:11]2[C:6](=[CH:7][CH:8]=[C:9]([C:12]([OH:14])=[O:13])[CH:10]=2)[N:5]=[CH:4][CH:3]=1, predict the reactants needed to synthesize it. The reactants are: [Br:1][C:2]1[C:11]2[C:6](=[CH:7][CH:8]=[C:9]([C:12]([O:14]C)=[O:13])[CH:10]=2)[N:5]=[CH:4][CH:3]=1.[OH-].[Na+].Cl. (10) Given the product [Br:1][C:2]1[CH:3]=[C:4]2[C:8](=[CH:9][CH:10]=1)[CH2:7][C@@H:6]([NH2:11])[CH2:5]2.[C@:12]12([CH2:22][S:23]([OH:26])(=[O:24])=[O:25])[C:19]([CH3:21])([CH3:20])[CH:16]([CH2:17][CH2:18]1)[CH2:15][C:13]2=[O:14].[Br:1][C:2]1[CH:3]=[C:4]2[C:8](=[CH:9][CH:10]=1)[CH2:7][C@@H:6]([NH2:11])[CH2:5]2, predict the reactants needed to synthesize it. The reactants are: [Br:1][C:2]1[CH:3]=[C:4]2[C:8](=[CH:9][CH:10]=1)[CH2:7][CH:6]([NH2:11])[CH2:5]2.[C@:12]12([CH2:22][S:23]([OH:26])(=[O:25])=[O:24])[C:19]([CH3:21])([CH3:20])[CH:16]([CH2:17][CH2:18]1)[CH2:15][C:13]2=[O:14].